Dataset: Forward reaction prediction with 1.9M reactions from USPTO patents (1976-2016). Task: Predict the product of the given reaction. (1) Given the reactants [Si]([O:8][CH2:9][C:10]1[N:15]=[CH:14][C:13]2[N:16]([C:19]3[S:23][C:22]([C:24]([NH2:26])=[O:25])=[C:21]([O:27][CH:28]([C:30]4[CH:35]=[CH:34][CH:33]=[CH:32][C:31]=4[Cl:36])[CH3:29])[CH:20]=3)[CH:17]=[N:18][C:12]=2[CH:11]=1)(C(C)(C)C)(C)C.[F-].C([N+](CCCC)(CCCC)CCCC)CCC, predict the reaction product. The product is: [Cl:36][C:31]1[CH:32]=[CH:33][CH:34]=[CH:35][C:30]=1[CH:28]([O:27][C:21]1[CH:20]=[C:19]([N:16]2[C:13]3[CH:14]=[N:15][C:10]([CH2:9][OH:8])=[CH:11][C:12]=3[N:18]=[CH:17]2)[S:23][C:22]=1[C:24]([NH2:26])=[O:25])[CH3:29]. (2) Given the reactants [NH:1]1[CH2:6][CH2:5][CH:4]([NH:7][C:8]([C:10]2[O:11][C:12]3[C:17]([C:18](=[O:20])[CH:19]=2)=[CH:16][C:15]([F:21])=[C:14]([Cl:22])[CH:13]=3)=[O:9])[CH2:3][CH2:2]1.[F:23][C:24]1[CH:25]=[C:26]2[C:30](=[CH:31][C:32]=1[F:33])[C:29](=O)[CH2:28][CH2:27]2.C1COCC1.C([BH3-])#N.[Na+], predict the reaction product. The product is: [Cl:22][C:14]1[CH:13]=[C:12]2[C:17]([C:18](=[O:20])[CH:19]=[C:10]([C:8]([NH:7][CH:4]3[CH2:3][CH2:2][N:1]([CH:29]4[C:30]5[C:26](=[CH:25][C:24]([F:23])=[C:32]([F:33])[CH:31]=5)[CH2:27][CH2:28]4)[CH2:6][CH2:5]3)=[O:9])[O:11]2)=[CH:16][C:15]=1[F:21]. (3) Given the reactants Cl[C:2]1[CH:7]=[C:6]([Cl:8])[N:5]=[C:4]([C:9]2[CH:14]=[CH:13][CH:12]=[C:11]([CH3:15])[N:10]=2)[N:3]=1.[NH:16]1[C:24]2[C:19](=[C:20]([CH2:25][NH2:26])[CH:21]=[CH:22][CH:23]=2)[CH:18]=[CH:17]1.C([O-])([O-])=O.[K+].[K+], predict the reaction product. The product is: [Cl:8][C:6]1[N:5]=[C:4]([C:9]2[CH:14]=[CH:13][CH:12]=[C:11]([CH3:15])[N:10]=2)[N:3]=[C:2]([NH:26][CH2:25][C:20]2[CH:21]=[CH:22][CH:23]=[C:24]3[C:19]=2[CH:18]=[CH:17][NH:16]3)[CH:7]=1. (4) The product is: [O:1]1[C:5]2[CH:6]=[CH:7][C:8]([NH:10][C:11]([NH:20][C:21]3[C:30]4[CH2:29][CH:28]([OH:31])[CH2:27][CH2:26][C:25]=4[CH:24]=[CH:23][CH:22]=3)=[O:19])=[CH:9][C:4]=2[O:3][CH2:2]1. Given the reactants [O:1]1[C:5]2[CH:6]=[CH:7][C:8]([NH:10][C:11](=[O:19])OC3C=CC=CC=3)=[CH:9][C:4]=2[O:3][CH2:2]1.[NH2:20][C:21]1[CH:22]=[CH:23][CH:24]=[C:25]2[C:30]=1[CH2:29][CH:28]([OH:31])[CH2:27][CH2:26]2, predict the reaction product.